The task is: Predict the reactants needed to synthesize the given product.. This data is from Retrosynthesis with 50K atom-mapped reactions and 10 reaction types from USPTO. (1) Given the product NC(=O)C(c1ccccc1)(c1ccccc1)[C@@H]1CCN(CCc2ccc3c(c2)CCO3)C1, predict the reactants needed to synthesize it. The reactants are: BrCCc1ccc2c(c1)CCO2.NC(=O)C(c1ccccc1)(c1ccccc1)[C@@H]1CCNC1. (2) Given the product CC(C)(C)[Si](C)(C)OCCCN(C#N)c1ccc(NC(=O)c2nccnc2C(=O)Nc2ccc(Cl)cn2)cc1, predict the reactants needed to synthesize it. The reactants are: CC(C)(C)[Si](C)(C)OCCCNc1ccc(NC(=O)c2nccnc2C(=O)Nc2ccc(Cl)cn2)cc1.N#CBr. (3) Given the product O=C(O)C(CC1CCCC1)N1C(=O)Cc2ccc(Cl)cc21, predict the reactants needed to synthesize it. The reactants are: O=C1C(=O)N(C(CC2CCCC2)C(=O)O)c2cc(Cl)ccc21. (4) Given the product O=c1cc(-c2ncccc2C(F)(F)F)cn[nH]1, predict the reactants needed to synthesize it. The reactants are: FC(F)(F)c1cccnc1Cl.O=c1cc(Cl)cn[nH]1. (5) Given the product C=C(C)C(=O)OCCCCCn1c(=O)c2ccc3c4cccc5cccc(c6ccc(c1=O)c2c36)c54, predict the reactants needed to synthesize it. The reactants are: C=C(C)C(=O)Cl.O=c1c2ccc3c4cccc5cccc(c6ccc(c(=O)n1CCCCCO)c2c36)c54.